This data is from Peptide-MHC class II binding affinity with 134,281 pairs from IEDB. The task is: Regression. Given a peptide amino acid sequence and an MHC pseudo amino acid sequence, predict their binding affinity value. This is MHC class II binding data. The peptide sequence is YDKFLANVFTVLTGK. The MHC is DRB1_0401 with pseudo-sequence DRB1_0401. The binding affinity (normalized) is 0.507.